This data is from Peptide-MHC class I binding affinity with 185,985 pairs from IEDB/IMGT. The task is: Regression. Given a peptide amino acid sequence and an MHC pseudo amino acid sequence, predict their binding affinity value. This is MHC class I binding data. (1) The peptide sequence is AENKKFKLH. The MHC is HLA-B40:01 with pseudo-sequence HLA-B40:01. The binding affinity (normalized) is 0.269. (2) The peptide sequence is RWRVYLRRK. The MHC is HLA-B48:01 with pseudo-sequence HLA-B48:01. The binding affinity (normalized) is 0.0847.